This data is from NCI-60 drug combinations with 297,098 pairs across 59 cell lines. The task is: Regression. Given two drug SMILES strings and cell line genomic features, predict the synergy score measuring deviation from expected non-interaction effect. (1) Drug 1: C1CN1P(=S)(N2CC2)N3CC3. Drug 2: CC=C1C(=O)NC(C(=O)OC2CC(=O)NC(C(=O)NC(CSSCCC=C2)C(=O)N1)C(C)C)C(C)C. Cell line: OVCAR-4. Synergy scores: CSS=13.8, Synergy_ZIP=-3.02, Synergy_Bliss=1.57, Synergy_Loewe=-93.6, Synergy_HSA=-3.74. (2) Drug 1: C1=CC(=CC=C1CC(C(=O)O)N)N(CCCl)CCCl.Cl. Drug 2: CCN(CC)CCNC(=O)C1=C(NC(=C1C)C=C2C3=C(C=CC(=C3)F)NC2=O)C. Cell line: TK-10. Synergy scores: CSS=1.91, Synergy_ZIP=0.206, Synergy_Bliss=1.02, Synergy_Loewe=-3.83, Synergy_HSA=-3.35. (3) Drug 1: CC1=C2C(C(=O)C3(C(CC4C(C3C(C(C2(C)C)(CC1OC(=O)C(C(C5=CC=CC=C5)NC(=O)OC(C)(C)C)O)O)OC(=O)C6=CC=CC=C6)(CO4)OC(=O)C)O)C)O. Drug 2: C(CN)CNCCSP(=O)(O)O. Cell line: RXF 393. Synergy scores: CSS=-1.93, Synergy_ZIP=0.984, Synergy_Bliss=0.123, Synergy_Loewe=0.119, Synergy_HSA=-2.54. (4) Drug 1: CC1C(C(=O)NC(C(=O)N2CCCC2C(=O)N(CC(=O)N(C(C(=O)O1)C(C)C)C)C)C(C)C)NC(=O)C3=C4C(=C(C=C3)C)OC5=C(C(=O)C(=C(C5=N4)C(=O)NC6C(OC(=O)C(N(C(=O)CN(C(=O)C7CCCN7C(=O)C(NC6=O)C(C)C)C)C)C(C)C)C)N)C. Drug 2: C1=CC=C(C(=C1)C(C2=CC=C(C=C2)Cl)C(Cl)Cl)Cl. Cell line: MOLT-4. Synergy scores: CSS=59.4, Synergy_ZIP=25.7, Synergy_Bliss=28.7, Synergy_Loewe=10.3, Synergy_HSA=21.0.